From a dataset of Reaction yield outcomes from USPTO patents with 853,638 reactions. Predict the reaction yield, written as a fraction of the theoretical maximum amount of product (1.0 means a 100% yield; for example, 0.34 means a 34% yield). The reactants are [F:1][C:2]([F:7])([F:6])[C:3]([OH:5])=[O:4].[CH2:8]([S:10]([N:13]1[CH2:18][CH2:17][CH:16]([C:19]2[C:27]3[C:22](=[C:23]([C:43]([NH2:45])=[O:44])[CH:24]=[C:25]([C:28]4[CH:33]=[C:32]([CH2:34][NH:35][CH2:36][C@@H:37]5CC[CH2:39][O:38]5)[CH:31]=[C:30]([F:42])[CH:29]=4)[CH:26]=3)[NH:21][CH:20]=2)[CH2:15][CH2:14]1)(=[O:12])=[O:11])[CH3:9].O1CCC[C@H]1CN. No catalyst specified. The product is [F:1][C:2]([F:7])([F:6])[C:3]([OH:5])=[O:4].[CH2:8]([S:10]([N:13]1[CH2:18][CH2:17][CH:16]([C:19]2[C:27]3[C:22](=[C:23]([C:43]([NH2:45])=[O:44])[CH:24]=[C:25]([C:28]4[CH:33]=[C:32]([CH2:34][NH:35][CH2:36][CH2:37][O:38][CH3:39])[CH:31]=[C:30]([F:42])[CH:29]=4)[CH:26]=3)[NH:21][CH:20]=2)[CH2:15][CH2:14]1)(=[O:11])=[O:12])[CH3:9]. The yield is 0.565.